This data is from Full USPTO retrosynthesis dataset with 1.9M reactions from patents (1976-2016). The task is: Predict the reactants needed to synthesize the given product. (1) Given the product [N:21]([C:18]1[CH:17]=[CH:16][C:15]([O:14][C:9]2[C:8]([C:6]3[CH:5]=[CH:4][N:3]=[C:2]([CH3:1])[CH:7]=3)=[CH:13][CH:12]=[CH:11][N:10]=2)=[CH:20][CH:19]=1)=[C:28]=[S:29], predict the reactants needed to synthesize it. The reactants are: [CH3:1][C:2]1[CH:7]=[C:6]([C:8]2[C:9]([O:14][C:15]3[CH:20]=[CH:19][C:18]([NH2:21])=[CH:17][CH:16]=3)=[N:10][CH:11]=[CH:12][CH:13]=2)[CH:5]=[CH:4][N:3]=1.C(=O)([O-])[O-].[Na+].[Na+].[C:28](Cl)(Cl)=[S:29]. (2) Given the product [CH:26]1([C:29]2[N:34]=[CH:33][C:32]([C:10]3[CH2:11][CH2:12][C@:8]([C:4]4[CH:5]=[CH:6][CH:7]=[C:2]([F:1])[C:3]=4[CH3:25])([C:21]([O:23][CH3:24])=[O:22])[CH:9]=3)=[CH:31][N:30]=2)[CH2:28][CH2:27]1, predict the reactants needed to synthesize it. The reactants are: [F:1][C:2]1[C:3]([CH3:25])=[C:4]([C@:8]2([C:21]([O:23][CH3:24])=[O:22])[CH2:12][CH2:11][C:10](OS(C(F)(F)F)(=O)=O)=[CH:9]2)[CH:5]=[CH:6][CH:7]=1.[CH:26]1([C:29]2[N:34]=[CH:33][C:32](B(O)O)=[CH:31][N:30]=2)[CH2:28][CH2:27]1.COCCOC. (3) Given the product [CH2:36]([O:35][C:32]1[CH:31]=[CH:30][C:29]([NH:28][C:25]2[N:24]3[N:38]=[CH:39][CH:40]=[C:23]3[N:22]=[C:21]([NH:20][CH:13]3[CH:14]([CH2:17][CH2:18][CH3:19])[CH2:15][CH2:16][NH:11][CH2:12]3)[C:26]=2[CH3:27])=[CH:34][CH:33]=1)[CH3:37], predict the reactants needed to synthesize it. The reactants are: C(OC([N:11]1[CH2:16][CH2:15][CH:14]([CH2:17][CH:18]=[CH2:19])[CH:13]([NH:20][C:21]2[C:26]([CH3:27])=[C:25]([NH:28][C:29]3[CH:34]=[CH:33][C:32]([O:35][CH2:36][CH3:37])=[CH:31][CH:30]=3)[N:24]3[N:38]=[CH:39][CH:40]=[C:23]3[N:22]=2)[CH2:12]1)=O)C1C=CC=CC=1. (4) Given the product [CH:39]1([CH2:38][N:28]([C:17]2[CH:18]=[C:19]([O:23][CH2:24][CH2:25][O:26][CH3:27])[CH:20]=[C:21]3[C:16]=2[NH:15][C:14]([C:12]2[S:8][CH:9]([CH2:42][N:43]4[CH2:48][CH2:47][S:46](=[O:58])[CH2:45][CH2:44]4)[CH2:10][N:11]=2)=[CH:22]3)[S:29]([C:32]2[CH:37]=[CH:36][CH:35]=[CH:34][N:33]=2)(=[O:30])=[O:31])[CH2:40][CH2:41]1, predict the reactants needed to synthesize it. The reactants are: C([S:8][CH:9]([CH2:42][N:43]1[CH2:48][CH2:47][S:46][CH2:45][CH2:44]1)[CH2:10][NH:11][C:12]([C:14]1[NH:15][C:16]2[C:21]([CH:22]=1)=[CH:20][C:19]([O:23][CH2:24][CH2:25][O:26][CH3:27])=[CH:18][C:17]=2[N:28]([CH2:38][CH:39]1[CH2:41][CH2:40]1)[S:29]([C:32]1[CH:37]=[CH:36][CH:35]=[CH:34][N:33]=1)(=[O:31])=[O:30])=O)C1C=CC=CC=1.C1(SC)C=CC=CC=1.C(=O)(O)[O-:58].[Na+].